Dataset: Blood-brain barrier permeability classification from the B3DB database. Task: Regression/Classification. Given a drug SMILES string, predict its absorption, distribution, metabolism, or excretion properties. Task type varies by dataset: regression for continuous measurements (e.g., permeability, clearance, half-life) or binary classification for categorical outcomes (e.g., BBB penetration, CYP inhibition). Dataset: b3db_classification. The compound is CC1(C)OC2CC3C4CCC5=CC(=O)C=CC5(C)C4(F)C(O)CC3(C)C2(C(=O)CO)O1. The result is 1 (penetrates BBB).